From a dataset of Catalyst prediction with 721,799 reactions and 888 catalyst types from USPTO. Predict which catalyst facilitates the given reaction. Reactant: [CH3:1][O:2][C:3](=[O:22])[C:4]([CH3:21])([C:6]1[CH:11]=[CH:10][C:9]([C:12](=[O:20])[NH:13][CH:14]2[CH2:19][CH2:18][NH:17][CH2:16][CH2:15]2)=[CH:8][CH:7]=1)[CH3:5].[CH2:23]([O:25][C:26]1[CH:27]=[C:28]([CH:31]=[C:32]([O:39][CH2:40][CH3:41])[C:33]=1[N:34]1[CH:38]=[CH:37][CH:36]=[CH:35]1)[CH:29]=O)[CH3:24].C([BH3-])#N.[Na+].C(N(C(C)C)C(C)C)C. Product: [CH3:1][O:2][C:3](=[O:22])[C:4]([C:6]1[CH:7]=[CH:8][C:9]([C:12](=[O:20])[NH:13][CH:14]2[CH2:15][CH2:16][N:17]([CH2:29][C:28]3[CH:31]=[C:32]([O:39][CH2:40][CH3:41])[C:33]([N:34]4[CH:38]=[CH:37][CH:36]=[CH:35]4)=[C:26]([O:25][CH2:23][CH3:24])[CH:27]=3)[CH2:18][CH2:19]2)=[CH:10][CH:11]=1)([CH3:5])[CH3:21]. The catalyst class is: 212.